From a dataset of Drug-target binding data from BindingDB using IC50 measurements. Regression. Given a target protein amino acid sequence and a drug SMILES string, predict the binding affinity score between them. We predict pIC50 (pIC50 = -log10(IC50 in M); higher means more potent). Dataset: bindingdb_ic50. (1) The small molecule is O=c1[nH]c2cc(Cl)c([N+](=O)[O-])cc2c(O)c1-c1ccc(-c2ccccc2)cc1. The target protein (P12785) has sequence MEEVVIAGMSGKLPESENLQEFWANLIGGVDMVTDDDRRWKAGLYGLPKRSGKLKDLSKFDASFFGVHPKQAHTMDPQLRLLLEVSYEAIVDGGINPASLRGTNTGVWVGVSGSEASEALSRDPETLLGYSMVGCQRAMMANRLSFFFDFKGPSIALDTACSSSLLALQNAYQAIRSGECPAAIVGGINLLLKPNTSVQFMKLGMLSPDGTCRSFDDSGNGYCRAEAVVAVLLTKKSLARRVYATILNAGTNTDGCKEQGVTFPSGEAQEQLIRSLYQPGGVAPESLEYIEAHGTGTKVGDPQELNGITRSLCAFRQSPLLIGSTKSNMGHPEPASGLAALTKVLLSLENGVWAPNLHFHNPNPEIPALLDGRLQVVDRPLPVRGGIVGINSFGFGGANVHVILQPNTQQAPAPAPHAALPHLLHASGRTMEAVQGLLEQGRQHSQDLAFVSMLNDIAATPTAAMPFRGYTVLGVEGHVQEVQQVPASQRPLWFICSGMG.... The pIC50 is 6.9. (2) The drug is COC(=O)c1ccccc1CCCCCCC(=O)c1ncc(-c2ccccn2)o1. The target protein (P18858) has sequence MQRSIMSFFHPKKEGKAKKPEKEASNSSRETEPPPKAALKEWNGVVSESDSPVKRPGRKAARVLGSEGEEEDEALSPAKGQKPALDCSQVSPPRPATSPENNASLSDTSPMDSSPSGIPKRRTARKQLPKRTIQEVLEEQSEDEDREAKRKKEEEEEETPKESLTEAEVATEKEGEDGDQPTTPPKPLKTSKAETPTESVSEPEVATKQELQEEEEQTKPPRRAPKTLSSFFTPRKPAVKKEVKEEEPGAPGKEGAAEGPLDPSGYNPAKNNYHPVEDACWKPGQKVPYLAVARTFEKIEEVSARLRMVETLSNLLRSVVALSPPDLLPVLYLSLNHLGPPQQGLELGVGDGVLLKAVAQATGRQLESVRAEAAEKGDVGLVAENSRSTQRLMLPPPPLTASGVFSKFRDIARLTGSASTAKKIDIIKGLFVACRHSEARFIARSLSGRLRLGLAEQSVLAALSQAVSLTPPGQEFPPAMVDAGKGKTAEARKTWLEEQG.... The pIC50 is 9.3. (3) The pIC50 is 5.8. The drug is CCc1cc(-c2ccc(-n3c(-c4cccs4)cc(/C=C4\SC(=O)NC4=O)c3-c3cccs3)cc2)ccc1/C=C1\SC(=O)NC1=O. The target protein (Q9UI32) has sequence MRSMKALQKALSRAGSHCGRGGWGHPSRSPLLGGGVRHHLSEAAAQGRETPHSHQPQHQDHDSSESGMLSRLGDLLFYTIAEGQERIPIHKFTTALKATGLQTSDPRLRDCMSEMHRVVQESSSGGLLDRDLFRKCVSSNIVLLTQAFRKKFVIPDFEEFTGHVDRIFEDVKELTGGKVAAYIPQLAKSNPDLWGVSLCTVDGQRHSVGHTKIPFCLQSCVKPLTYAISISTLGTDYVHKFVGKEPSGLRYNKLSLNEEGIPHNPMVNAGAIVVSSLIKMDCNKAEKFDFVLQYLNKMAGNEYMGFSNATFQSEKETGDRNYAIGYYLKEKKCFPKGVDMMAALDLYFQLCSVEVTCESGSVMAATLANGGICPITGESVLSAEAVRNTLSLMHSCGMYDFSGQFAFHVGLPAKSAVSGAILLVVPNVMGMMCLSPPLDKLGNSHRGTSFCQKLVSLFNFHNYDNLRHCARKLDPRREGAEIRNKTVVNLLFAAYSGDVS.... (4) The drug is N[C@H]1CCCC[C@H]1Nc1cc2cn[nH]c(=O)c2c(Nc2cnc3ccccc3c2)n1. The target protein sequence is ASSGMADSANHLPFFFGNITREEAEDYLVQGGMSDGLYLLRQSRNYLGGFALSVAHGRKAHHYTIERELNGTYAIAGGRTHASPADLCHYHSQESDGLVCLLKKPFNRPQGVQPKTGPFEDLKENLIREYVKQTWNLQGQALEQAIISQKPQLEKLIATTAHEKMPWFHGKISREESEQIVLIGSKTNGKFLIRARDNNGSYALCLLHEGKVLHYRIDKDKTGKLSIPEGKKFDTLWQLVEHYSYKADGLLRVLTVPCQKIGTQGNVNFGGRPQLPGSHPATWSAGGIISRIKSYSFPKPGHRKSSPAQGNRQESTVSFNPYEPELAPWAADKGPQREALPMDTEVYESPYADPEEIRPKEVYLDRKLLTLEDKELGSGNFGTVKKGYYQMKKVVKTVAVKILKNEANDPALKDELLAEANVMQQLDNPYIVRMIGICEAESWMLVMEMAELGPLNKYLQQNRHVKDKNIIELVHQVSMGMKYLEESNFVHRDLAARNVL.... The pIC50 is 8.3. (5) The drug is CC1=C(C#N)C(c2ccc3[nH]nc(C)c3c2)C(C#N)=C(C(F)F)N1. The target protein sequence is QIKDLGSELVRYDARVHTPHLDRLVSARSVSPTTEMVSNESVDYRATFPEDQFPNSSQNGSCRQVQYPLTDMSPILTSGDSDISSPLLQNTVHIDLSALNPELVQAVQHVVIGPSSLIVHFNEVIGRGHFGCVYHGTLLDNDGKKIHCAVKSLNRITDIGEVSQFLTEGIIMKDFSHPNVLSLLGICLRSEGSPLVVLPYMKHGDLRNFIRNETHNPTVKDLIGFGLQVAKGMKYLASKKFVHRDLAARNCMLDEKFTVKVADFGLARDMYDKEYYSVHNKTGAKLPVKWMALESLQTQKFTTKSDVWSFGVLLWELMTRGAPPYPDVNTFDITVYLLQGRRLLQPEYCPDPLYEVMLKCWHPKAEMRPSFSELVSRISAIFSTFIGEHYVHVNATYVNVKCVAPYPSLLSSEDNADDEVDTRPASFWETS. The pIC50 is 8.7. (6) The compound is CN(CCO)C(=O)c1cc(-c2cncnc2)c2c(c1)C(O)(C(F)(F)F)c1ccccc1-2. The target protein (Q15119) has sequence MRWVWALLKNASLAGAPKYIEHFSKFSPSPLSMKQFLDFGSSNACEKTSFTFLRQELPVRLANIMKEINLLPDRVLSTPSVQLVQSWYVQSLLDIMEFLDKDPEDHRTLSQFTDALVTIRNRHNDVVPTMAQGVLEYKDTYGDDPVSNQNIQYFLDRFYLSRISIRMLINQHTLIFDGSTNPAHPKHIGSIDPNCNVSEVVKDAYDMAKLLCDKYYMASPDLEIQEINAANSKQPIHMVYVPSHLYHMLFELFKNAMRATVESHESSLILPPIKVMVALGEEDLSIKMSDRGGGVPLRKIERLFSYMYSTAPTPQPGTGGTPLAGFGYGLPISRLYAKYFQGDLQLFSMEGFGTDAVIYLKALSTDSVERLPVYNKSAWRHYQTIQEAGDWCVPSTEPKNTSTYRVS. The pIC50 is 6.2. (7) The compound is Cc1cc(Cl)c2c(c1N)C(=O)c1ccccc1C2=O. The target protein (P05177) has sequence MALSQSVPFSATELLLASAIFCLVFWVLKGLRPRVPKGLKSPPEPWGWPLLGHVLTLGKNPHLALSRMSQRYGDVLQIRIGSTPVLVLSRLDTIRQALVRQGDDFKGRPDLYTSTLITDGQSLTFSTDSGPVWAARRRLAQNALNTFSIASDPASSSSCYLEEHVSKEAKALISRLQELMAGPGHFDPYNQVVVSVANVIGAMCFGQHFPESSDEMLSLVKNTHEFVETASSGNPLDFFPILRYLPNPALQRFKAFNQRFLWFLQKTVQEHYQDFDKNSVRDITGALFKHSKKGPRASGNLIPQEKIVNLVNDIFGAGFDTVTTAISWSLMYLVTKPEIQRKIQKELDTVIGRERRPRLSDRPQLPYLEAFILETFRHSSFLPFTIPHSTTRDTTLNGFYIPKKCCVFVNQWQVNHDPELWEDPSEFRPERFLTADGTAINKPLSEKMMLFGMGKRRCIGEVLAKWEIFLFLAILLQQLEFSVPPGVKVDLTPIYGLTMK.... The pIC50 is 6.3. (8) The compound is Nc1ncnc(N2CCN(C(CN3CCCCC3)c3cccc(F)c3)CC2)c1-c1ccc(F)cc1. The target protein sequence is MRRRRRRDGFYPAPDFRDREAEDMAGVFDIDLDQPEDAGSEDELEEGGQLNESMDHGGVGPYELGMEHCEKFEISETSVNRGPEKIRPECFELLRVLGKGGYGKVFQVRKVTGANTGKIFAMKVLKKAMIVRNAKDTAHTKAERNILEEVKHPFIVDLIYAFQTGGKLYLILEYLSGGELFMQLEREGIFMEDTACFYLAEISMALGHLHQKGIIYRDLKPENIMLNHQGHVKLTDFGLCKESIHDGTVTHTFCGTIEYMAPEILMRSGHNRAVDWWSLGALMYDMLTGAPPFTGENRKKTIDKILKCKLNLPPYLTQEARDLLKKLLKRNAASRLGAGPGDAGEVQAHPFFRHINWEELLARKVEPPFKPLLQSEEDVSQFDSKFTRQTPVDSPDDSTLSESANQVFLGFEYVAPSVLESVKEKFSFEPKIRSPRRFIGSPRTPVSPVKFSPGDFWGRGASASTANPQTPVEYPMETSGIEQMDVTMSGEASAPLPIRQ.... The pIC50 is 7.3. (9) The small molecule is COc1ccc(-c2oc3c(CCC(C)C)c(O)cc(O)c3c(=O)c2O[C@@H]2O[C@@H](C)[C@H](O)[C@@H](O)[C@H]2O)cc1. The target protein sequence is MERAGPSFGQQRQQQQPQQQKQQQRDQDSVEAWLDDHWDFTFSYFVRKATREMVNAWFAERVHTIPVCKEGIRGHTESCSCPLQQSPRADNSAPGTPTRKISASEFDRPLRPIVVKDSEGTVSFLSDSEKKEQMPLTPPRFDHDEGDQCSRLLELVKDISSHLDVTALCHKIFLHIHGLISADRYSLFLVCEDSSNDKFLISRLFDVAEGSTLEEVSNNCIRLEWNKGIVGHVAALGEPLNIKDAYEDPRFNAEVDQITGYKTQSILCMPIKNHREEVVGVAQAINKKSGNGGTFTEKDEKDFAAYLAFCGIVLHNAQLYETSLLENKRNQVLLDLASLIFEEQQSLEVILKKIAATIISFMQVQKCTIFIVDEDCSDSFSSVFHMECEELEKSSDTLTREHDANKINYMYAQYVKNTMEPLNIPDVSKDKRFPWTTENTGNVNQQCIRSLLCTPIKNGKKNKVIGVCQLVNKMEENTGKVKPFNRNDEQFLEAFVIFCG.... The pIC50 is 4.3. (10) The compound is CC(C)=CCC/C(C)=C\Cc1cc(-c2coc3cc(O)ccc3c2=O)ccc1O. The target protein (P0C6U8) has sequence MESLVLGVNEKTHVQLSLPVLQVRDVLVRGFGDSVEEALSEAREHLKNGTCGLVELEKGVLPQLEQPYVFIKRSDALSTNHGHKVVELVAEMDGIQYGRSGITLGVLVPHVGETPIAYRNVLLRKNGNKGAGGHSYGIDLKSYDLGDELGTDPIEDYEQNWNTKHGSGALRELTRELNGGAVTRYVDNNFCGPDGYPLDCIKDFLARAGKSMCTLSEQLDYIESKRGVYCCRDHEHEIAWFTERSDKSYEHQTPFEIKSAKKFDTFKGECPKFVFPLNSKVKVIQPRVEKKKTEGFMGRIRSVYPVASPQECNNMHLSTLMKCNHCDEVSWQTCDFLKATCEHCGTENLVIEGPTTCGYLPTNAVVKMPCPACQDPEIGPEHSVADYHNHSNIETRLRKGGRTRCFGGCVFAYVGCYNKRAYWVPRASADIGSGHTGITGDNVETLNEDLLEILSRERVNINIVGDFHLNEEVAIILASFSASTSAFIDTIKSLDYKSFK.... The pIC50 is 4.5.